This data is from Forward reaction prediction with 1.9M reactions from USPTO patents (1976-2016). The task is: Predict the product of the given reaction. (1) Given the reactants [O:1]=[C:2]1[N:7]=[C:6]([NH:8][C:9](=[O:22])[CH2:10][C:11]2[CH:16]=[CH:15][CH:14]=[C:13]([O:17][C:18]([F:21])([F:20])[F:19])[CH:12]=2)[CH:5]=[CH:4][N:3]1[CH2:23][CH2:24][CH2:25][CH2:26][N:27]1[CH:31]=[C:30]([C:32]([OH:34])=O)[N:29]=[N:28]1.[C:35]1([CH2:41][NH2:42])[CH:40]=[CH:39][CH:38]=[CH:37][CH:36]=1.C(P1(=O)OP(CCC)(=O)OP(CCC)(=O)O1)CC, predict the reaction product. The product is: [CH2:41]([NH:42][C:32]([C:30]1[N:29]=[N:28][N:27]([CH2:26][CH2:25][CH2:24][CH2:23][N:3]2[CH:4]=[CH:5][C:6]([NH:8][C:9](=[O:22])[CH2:10][C:11]3[CH:16]=[CH:15][CH:14]=[C:13]([O:17][C:18]([F:21])([F:19])[F:20])[CH:12]=3)=[N:7][C:2]2=[O:1])[CH:31]=1)=[O:34])[C:35]1[CH:40]=[CH:39][CH:38]=[CH:37][CH:36]=1. (2) Given the reactants Br[C:2]1[CH:11]=[C:10]2[C:5]([CH:6]=[CH:7][N:8]=[C:9]2Cl)=[CH:4][CH:3]=1.[NH:13]1[C:21]2[C:16](=[CH:17][C:18](B(O)O)=[CH:19][CH:20]=2)[CH:15]=[CH:14]1.C(=O)([O-])[O-].[K+].[K+], predict the reaction product. The product is: [NH:13]1[C:21]2[C:16](=[CH:17][C:18]([C:9]3[C:10]4[C:5](=[CH:4][CH:3]=[C:2]([C:18]5[CH:17]=[C:16]6[C:21](=[CH:20][CH:19]=5)[NH:13][CH:14]=[CH:15]6)[CH:11]=4)[CH:6]=[CH:7][N:8]=3)=[CH:19][CH:20]=2)[CH:15]=[CH:14]1. (3) The product is: [I:12][C:2]1[C:3]2[N:4]([N:8]=[C:9]([NH2:11])[N:10]=2)[CH:5]=[CH:6][N:7]=1. Given the reactants Cl[C:2]1[C:3]2[N:4]([N:8]=[C:9]([NH2:11])[N:10]=2)[CH:5]=[CH:6][N:7]=1.[IH:12].[OH-].[Na+], predict the reaction product. (4) Given the reactants [NH2:1][CH2:2][CH2:3][CH2:4][N:5]1[CH2:10][CH2:9][CH:8]([C:11]2[CH:12]=[C:13]([NH:17][C:18](=[O:22])[CH:19]([CH3:21])[CH3:20])[CH:14]=[CH:15][CH:16]=2)[CH2:7][CH2:6]1.[CH3:23][C:24]1[C:28]([S:29](Cl)(=[O:31])=[O:30])=[C:27]([CH3:33])[O:26][N:25]=1, predict the reaction product. The product is: [CH3:23][C:24]1[C:28]([S:29]([NH:1][CH2:2][CH2:3][CH2:4][N:5]2[CH2:10][CH2:9][CH:8]([C:11]3[CH:12]=[C:13]([NH:17][C:18](=[O:22])[CH:19]([CH3:20])[CH3:21])[CH:14]=[CH:15][CH:16]=3)[CH2:7][CH2:6]2)(=[O:31])=[O:30])=[C:27]([CH3:33])[O:26][N:25]=1. (5) Given the reactants [NH2:1][C:2]1([CH2:18][CH2:19][OH:20])[C:15]2[C:10](=[N:11][CH:12]=[C:13]([Br:16])[CH:14]=2)[O:9][C:8]2[C:3]1=[CH:4][C:5]([I:17])=[CH:6][CH:7]=2.[C:21]([N:29]=[C:30]=S)(=[O:28])[C:22]1[CH:27]=[CH:26][CH:25]=[CH:24][CH:23]=1.C1CCC(N=C=NC2CCCCC2)CC1.O, predict the reaction product. The product is: [Br:16][C:13]1[CH:14]=[C:15]2[C:2]3([CH2:18][CH2:19][O:20][C:30]([NH:29][C:21](=[O:28])[C:22]4[CH:27]=[CH:26][CH:25]=[CH:24][CH:23]=4)=[N:1]3)[C:3]3[C:8](=[CH:7][CH:6]=[C:5]([I:17])[CH:4]=3)[O:9][C:10]2=[N:11][CH:12]=1. (6) Given the reactants [CH3:1][CH:2]([C:4]1[N:8]([CH2:9][CH2:10][C@@H:11]([OH:19])[CH2:12][C@@H:13]([OH:18])[CH2:14][C:15]([OH:17])=[O:16])[C:7]([C:20]2[CH:21]=[CH:22][C:23]([F:26])=[CH:24][CH:25]=2)=[C:6]([C:27]2[CH:28]=[CH:29][CH:30]=[CH:31][CH:32]=2)[C:5]=1[C:33]([NH:35][C:36]1[CH:37]=[CH:38][CH:39]=[CH:40][CH:41]=1)=[O:34])[CH3:3].[OH-:42].[NH4+:43].[OH2:44], predict the reaction product. The product is: [CH3:3][CH:2]([C:4]1[N:8]([CH2:9][CH2:10][C@@H:11]([OH:19])[CH2:12][C@@H:13]([OH:18])[CH2:14][C:15]([OH:17])=[O:16])[C:7]([C:20]2[CH:25]=[CH:24][C:23]([F:26])=[CH:22][CH:21]=2)=[C:6]([C:27]2[CH:32]=[CH:31][CH:30]=[CH:29][CH:28]=2)[C:5]=1[C:33]([NH:35][C:36]1[CH:41]=[CH:40][CH:39]=[CH:38][CH:37]=1)=[O:34])[CH3:1].[NH4+:43].[F:26][C:23]1[CH:22]=[CH:21][C:20]([C:7]2[N:8]([CH2:9][CH2:10][CH2:11][CH2:12][CH2:13][CH2:14][C:15]([O-:17])=[O:16])[C:4]([CH:2]([CH3:3])[CH3:1])=[C:5]([C:33]([NH:35][C:36]3[CH:37]=[CH:38][CH:39]=[CH:40][CH:41]=3)=[O:34])[C:6]=2[CH:27]2[C:28]([OH:44])([OH:42])[CH:29]=[CH:30][CH:31]=[CH:32]2)=[CH:25][CH:24]=1. (7) Given the reactants [C:1]([OH:7])(=[O:6])[C:2]#[C:3][CH2:4][CH3:5].C1(N=C=NC2CCCCC2)CCCCC1.O[N:24]1[C:29](=[O:30])[C:28]2[CH:31]=[CH:32][CH:33]=[CH:34][C:27]=2[N:26]=[N:25]1, predict the reaction product. The product is: [O:30]=[C:29]1[N:24]([O:6][C:1](=[O:7])[CH2:2][CH2:3][C:4]#[CH:5])[N:25]=[N:26][C:27]2[CH:34]=[CH:33][CH:32]=[CH:31][C:28]1=2.